From a dataset of Reaction yield outcomes from USPTO patents with 853,638 reactions. Predict the reaction yield, written as a fraction of the theoretical maximum amount of product (1.0 means a 100% yield; for example, 0.34 means a 34% yield). The reactants are Cl.[CH3:2][O:3][C:4](=[O:8])[C@H:5]([CH3:7])[NH2:6].[C:9](O)(=[O:31])[CH2:10][CH2:11]/[CH:12]=[CH:13]\[CH2:14]/[CH:15]=[CH:16]\[CH2:17]/[CH:18]=[CH:19]\[CH2:20]/[CH:21]=[CH:22]\[CH2:23]/[CH:24]=[CH:25]\[CH2:26]/[CH:27]=[CH:28]\[CH2:29][CH3:30].CCN=C=NCCCN(C)C.CCN(C(C)C)C(C)C. The catalyst is CC#N.CCOC(C)=O. The product is [C:9]([NH:6][C@@H:5]([CH3:7])[C:4]([O:3][CH3:2])=[O:8])(=[O:31])[CH2:10][CH2:11]/[CH:12]=[CH:13]\[CH2:14]/[CH:15]=[CH:16]\[CH2:17]/[CH:18]=[CH:19]\[CH2:20]/[CH:21]=[CH:22]\[CH2:23]/[CH:24]=[CH:25]\[CH2:26]/[CH:27]=[CH:28]\[CH2:29][CH3:30]. The yield is 0.790.